From a dataset of NCI-60 drug combinations with 297,098 pairs across 59 cell lines. Regression. Given two drug SMILES strings and cell line genomic features, predict the synergy score measuring deviation from expected non-interaction effect. (1) Drug 1: CC12CCC3C(C1CCC2=O)CC(=C)C4=CC(=O)C=CC34C. Drug 2: C1CN(CCN1C(=O)CCBr)C(=O)CCBr. Cell line: K-562. Synergy scores: CSS=37.2, Synergy_ZIP=-0.0623, Synergy_Bliss=3.53, Synergy_Loewe=-5.96, Synergy_HSA=3.56. (2) Synergy scores: CSS=27.4, Synergy_ZIP=-7.27, Synergy_Bliss=-2.40, Synergy_Loewe=-4.56, Synergy_HSA=-0.514. Drug 1: C1=CC(=CC=C1CCCC(=O)O)N(CCCl)CCCl. Cell line: HCT-15. Drug 2: CC1CCC2CC(C(=CC=CC=CC(CC(C(=O)C(C(C(=CC(C(=O)CC(OC(=O)C3CCCCN3C(=O)C(=O)C1(O2)O)C(C)CC4CCC(C(C4)OC)OCCO)C)C)O)OC)C)C)C)OC. (3) Drug 1: C1CCN(CC1)CCOC2=CC=C(C=C2)C(=O)C3=C(SC4=C3C=CC(=C4)O)C5=CC=C(C=C5)O. Drug 2: COC1=CC(=CC(=C1O)OC)C2C3C(COC3=O)C(C4=CC5=C(C=C24)OCO5)OC6C(C(C7C(O6)COC(O7)C8=CC=CS8)O)O. Cell line: SK-OV-3. Synergy scores: CSS=23.0, Synergy_ZIP=-7.14, Synergy_Bliss=-0.832, Synergy_Loewe=-12.1, Synergy_HSA=-0.782. (4) Drug 2: CC1=C2C(C(=O)C3(C(CC4C(C3C(C(C2(C)C)(CC1OC(=O)C(C(C5=CC=CC=C5)NC(=O)OC(C)(C)C)O)O)OC(=O)C6=CC=CC=C6)(CO4)OC(=O)C)O)C)O. Synergy scores: CSS=12.9, Synergy_ZIP=-0.290, Synergy_Bliss=5.65, Synergy_Loewe=4.91, Synergy_HSA=4.62. Cell line: HS 578T. Drug 1: CC12CCC3C(C1CCC2O)C(CC4=C3C=CC(=C4)O)CCCCCCCCCS(=O)CCCC(C(F)(F)F)(F)F. (5) Drug 1: C1CNP(=O)(OC1)N(CCCl)CCCl. Drug 2: CC1CCCC2(C(O2)CC(NC(=O)CC(C(C(=O)C(C1O)C)(C)C)O)C(=CC3=CSC(=N3)C)C)C. Cell line: HCT116. Synergy scores: CSS=72.3, Synergy_ZIP=6.56, Synergy_Bliss=4.59, Synergy_Loewe=6.82, Synergy_HSA=6.82.